Dataset: CYP2C19 inhibition data for predicting drug metabolism from PubChem BioAssay. Task: Regression/Classification. Given a drug SMILES string, predict its absorption, distribution, metabolism, or excretion properties. Task type varies by dataset: regression for continuous measurements (e.g., permeability, clearance, half-life) or binary classification for categorical outcomes (e.g., BBB penetration, CYP inhibition). Dataset: cyp2c19_veith. The drug is CC[C@H](NC(=O)c1c(C)c(-c2ccccc2)nc2ccccc12)c1ccccc1. The result is 0 (non-inhibitor).